Dataset: Peptide-MHC class I binding affinity with 185,985 pairs from IEDB/IMGT. Task: Regression. Given a peptide amino acid sequence and an MHC pseudo amino acid sequence, predict their binding affinity value. This is MHC class I binding data. (1) The peptide sequence is GRWPITHLH. The MHC is HLA-B27:05 with pseudo-sequence HLA-B27:05. The binding affinity (normalized) is 0.860. (2) The peptide sequence is FGDSEEPVTY. The MHC is HLA-A23:01 with pseudo-sequence HLA-A23:01. The binding affinity (normalized) is 0.324. (3) The peptide sequence is RIANGMGATV. The MHC is HLA-A02:01 with pseudo-sequence HLA-A02:01. The binding affinity (normalized) is 0.450.